Regression. Given two drug SMILES strings and cell line genomic features, predict the synergy score measuring deviation from expected non-interaction effect. From a dataset of NCI-60 drug combinations with 297,098 pairs across 59 cell lines. (1) Drug 1: CC1=C(C=C(C=C1)NC2=NC=CC(=N2)N(C)C3=CC4=NN(C(=C4C=C3)C)C)S(=O)(=O)N.Cl. Cell line: SK-MEL-28. Synergy scores: CSS=1.43, Synergy_ZIP=3.10, Synergy_Bliss=6.12, Synergy_Loewe=-1.26, Synergy_HSA=1.35. Drug 2: CN1CCC(CC1)COC2=C(C=C3C(=C2)N=CN=C3NC4=C(C=C(C=C4)Br)F)OC. (2) Drug 1: C1CCC(CC1)NC(=O)N(CCCl)N=O. Drug 2: CC(C)(C#N)C1=CC(=CC(=C1)CN2C=NC=N2)C(C)(C)C#N. Cell line: T-47D. Synergy scores: CSS=9.50, Synergy_ZIP=-2.19, Synergy_Bliss=1.56, Synergy_Loewe=2.00, Synergy_HSA=1.67. (3) Drug 1: C1CNP(=O)(OC1)N(CCCl)CCCl. Drug 2: CC12CCC3C(C1CCC2OP(=O)(O)O)CCC4=C3C=CC(=C4)OC(=O)N(CCCl)CCCl.[Na+]. Cell line: KM12. Synergy scores: CSS=-19.6, Synergy_ZIP=8.50, Synergy_Bliss=4.95, Synergy_Loewe=-28.7, Synergy_HSA=-26.0.